This data is from Reaction yield outcomes from USPTO patents with 853,638 reactions. The task is: Predict the reaction yield, written as a fraction of the theoretical maximum amount of product (1.0 means a 100% yield; for example, 0.34 means a 34% yield). (1) The reactants are [O:1]1[CH2:6][CH2:5][CH:4]([O:7][C:8]2[C:13]([NH:14][C:15]3[C:16]4[C:23]([CH3:24])=[C:22]([C:25](OC)=[O:26])[S:21][C:17]=4[N:18]=[CH:19][N:20]=3)=[CH:12][CH:11]=[C:10]([C:29]([F:32])([F:31])[F:30])[N:9]=2)[CH2:3][CH2:2]1.[OH-].[Na+].CCN(C(C)C)C(C)C.CN(C(ON1N=NC2C=CC=NC1=2)=[N+](C)C)C.F[P-](F)(F)(F)(F)F.[CH3:68][N:69]([CH3:74])[CH2:70][CH2:71][CH2:72][NH2:73]. The catalyst is CCO.C1COCC1.C(Cl)Cl.OS([O-])(=O)=O.[K+]. The product is [O:1]1[CH2:2][CH2:3][CH:4]([O:7][C:8]2[C:13]([NH:14][C:15]3[C:16]4[C:23]([CH3:24])=[C:22]([C:25]([NH:73][CH2:72][CH2:71][CH2:70][N:69]([CH3:74])[CH3:68])=[O:26])[S:21][C:17]=4[N:18]=[CH:19][N:20]=3)=[CH:12][CH:11]=[C:10]([C:29]([F:31])([F:32])[F:30])[N:9]=2)[CH2:5][CH2:6]1. The yield is 0.0800. (2) The reactants are [CH:1]1[C:10]2[C:5](=[CH:6][CH:7]=[CH:8][CH:9]=2)[CH:4]=[CH:3][C:2]=1[S:11]([N:14]1[C@H:18]([C:19]([N:21]2[CH2:26][CH2:25][CH2:24][CH2:23][CH2:22]2)=[O:20])[CH2:17][C@H:16]([S:27]C(=O)C)[CH2:15]1)(=[O:13])=[O:12].[Li+].[OH-]. The catalyst is C1COCC1. The product is [SH:27][C@@H:16]1[CH2:15][N:14]([S:11]([C:2]2[CH:3]=[CH:4][C:5]3[C:10](=[CH:9][CH:8]=[CH:7][CH:6]=3)[CH:1]=2)(=[O:12])=[O:13])[C@H:18]([C:19]([N:21]2[CH2:26][CH2:25][CH2:24][CH2:23][CH2:22]2)=[O:20])[CH2:17]1. The yield is 0.740. (3) The reactants are [N:1]1([CH2:7][CH2:8][C@@H:9]([N:16](CS)[C:17]2[CH:22]=[CH:21][C:20]([S:23]([NH:26][C:27]3[N:31]4[CH2:32][CH2:33][NH:34][CH2:35][C:30]4=[N:29][N:28]=3)(=[O:25])=[O:24])=[CH:19][C:18]=2[S:36]([C:39]([F:42])([F:41])[F:40])(=[O:38])=[O:37])C2C=CC=CC=2)[CH2:6][CH2:5][O:4][CH2:3][CH2:2]1.[C:45]([O:49][C:50]([N:52]1[CH2:57][CH2:56][C:55](=O)[CH2:54][CH2:53]1)=[O:51])([CH3:48])([CH3:47])[CH3:46].C([BH3-])#N.[Na+]. The catalyst is C(O)(=O)C.CO. The product is [C:45]([O:49][C:50]([N:52]1[CH2:57][CH2:56][CH:55]([N:34]2[CH2:33][CH2:32][N:31]3[C:27]([NH:26][S:23]([C:20]4[CH:21]=[CH:22][C:17]([NH:16][C@@H:9]([CH2:39][S:36][C:18]5[CH:19]=[CH:20][CH:21]=[CH:22][CH:17]=5)[CH2:8][CH2:7][N:1]5[CH2:6][CH2:5][O:4][CH2:3][CH2:2]5)=[C:18]([S:36]([C:39]([F:40])([F:41])[F:42])(=[O:38])=[O:37])[CH:19]=4)(=[O:25])=[O:24])=[N:28][N:29]=[C:30]3[CH2:35]2)[CH2:54][CH2:53]1)=[O:51])([CH3:48])([CH3:47])[CH3:46]. The yield is 1.00. (4) The reactants are [S:1]1[CH:5]=[CH:4][CH:3]=[C:2]1[C:6](Cl)=[O:7].[CH2:9]([N:16]1[C:25]2[C:20](=[CH:21][C:22]([Cl:26])=[CH:23][CH:24]=2)[C:19]([N:27]2[CH2:32][CH2:31][NH:30][CH2:29][CH2:28]2)=[C:18]([C:33]#[N:34])[C:17]1=[O:35])[C:10]1[CH:15]=[CH:14][CH:13]=[CH:12][CH:11]=1. The catalyst is N1C=CC=CC=1. The product is [CH2:9]([N:16]1[C:25]2[C:20](=[CH:21][C:22]([Cl:26])=[CH:23][CH:24]=2)[C:19]([N:27]2[CH2:32][CH2:31][N:30]([C:6]([C:2]3[S:1][CH:5]=[CH:4][CH:3]=3)=[O:7])[CH2:29][CH2:28]2)=[C:18]([C:33]#[N:34])[C:17]1=[O:35])[C:10]1[CH:15]=[CH:14][CH:13]=[CH:12][CH:11]=1. The yield is 0.820.